This data is from Catalyst prediction with 721,799 reactions and 888 catalyst types from USPTO. The task is: Predict which catalyst facilitates the given reaction. (1) Reactant: [O:1]=[C:2]([C@@:16]1([OH:57])[CH2:33][C@H:32]([O:34][C@@H:35]2[O:49][C@@H:48]([CH3:50])[C@H:38]3[O:39][C@H:40]4[N:45]([C@H:37]3[CH2:36]2)[CH2:44][CH2:43][O:42][C@@H:41]4[O:46][CH3:47])[C:31]2[C:18](=[C:19]([OH:56])[C:20]3[C:21](=[O:55])[C:22]4[C:27]([C:28](=[O:52])[C:29]=3[C:30]=2[OH:51])=[C:26]([O:53][CH3:54])[CH:25]=[CH:24][CH:23]=4)[CH2:17]1)[CH2:3][O:4][C:5]1([O:11][CH2:12][C:13]([OH:15])=[O:14])[CH2:10][CH2:9][CH2:8][CH2:7][CH2:6]1.O[N:59]1[C:63](=[O:64])[CH2:62][CH2:61][C:60]1=[O:65].C1(N=C=NC2CCCCC2)CCCCC1. Product: [O:1]=[C:2]([C@@:16]1([OH:57])[CH2:33][C@H:32]([O:34][C@@H:35]2[O:49][C@@H:48]([CH3:50])[C@H:38]3[O:39][C@H:40]4[N:45]([C@H:37]3[CH2:36]2)[CH2:44][CH2:43][O:42][C@@H:41]4[O:46][CH3:47])[C:31]2[C:18](=[C:19]([OH:56])[C:20]3[C:21](=[O:55])[C:22]4[C:27]([C:28](=[O:52])[C:29]=3[C:30]=2[OH:51])=[C:26]([O:53][CH3:54])[CH:25]=[CH:24][CH:23]=4)[CH2:17]1)[CH2:3][O:4][C:5]1([O:11][CH2:12][C:13]([O:15][N:59]2[C:63](=[O:64])[CH2:62][CH2:61][C:60]2=[O:65])=[O:14])[CH2:10][CH2:9][CH2:8][CH2:7][CH2:6]1. The catalyst class is: 4. (2) Reactant: [CH3:1][C:2]1[C:6]([CH:7]([OH:36])[C:8]2[O:9][C:10]3[CH:16]=[CH:15][C:14]([CH2:17][C:18]([NH:20][CH:21]([C:28]4[CH:33]=[CH:32][C:31]([CH3:34])=[CH:30][C:29]=4[CH3:35])[C:22]4[CH:27]=[CH:26][CH:25]=[CH:24][CH:23]=4)=[O:19])=[CH:13][C:11]=3[CH:12]=2)=[C:5]([CH3:37])[O:4][N:3]=1.Br[C:39]([CH3:46])([CH3:45])[C:40]([O:42]CC)=[O:41].C([O-])([O-])=O.[Cs+].[Cs+].O. Product: [CH3:1][C:2]1[C:6]([CH:7]([C:8]2[O:9][C:10]3[CH:16]=[CH:15][C:14]([CH2:17][C:18]([NH:20][CH:21]([C:28]4[CH:33]=[CH:32][C:31]([CH3:34])=[CH:30][C:29]=4[CH3:35])[C:22]4[CH:27]=[CH:26][CH:25]=[CH:24][CH:23]=4)=[O:19])=[CH:13][C:11]=3[CH:12]=2)[O:36][C:39]([CH3:46])([CH3:45])[C:40]([OH:42])=[O:41])=[C:5]([CH3:37])[O:4][N:3]=1. The catalyst class is: 23. (3) Reactant: [CH3:1][O:2][NH2:3].Cl.[Br:5][C:6]1[CH:7]=[CH:8][C:9]2[N:10]([CH3:21])[S:11](=[O:20])(=[O:19])[C:12]([CH3:18])([CH3:17])[C:13](=O)[C:14]=2[N:15]=1. Product: [Br:5][C:6]1[CH:7]=[CH:8][C:9]2[N:10]([CH3:21])[S:11](=[O:19])(=[O:20])[C:12]([CH3:18])([CH3:17])[C:13](=[N:3][O:2][CH3:1])[C:14]=2[N:15]=1. The catalyst class is: 17.